This data is from Full USPTO retrosynthesis dataset with 1.9M reactions from patents (1976-2016). The task is: Predict the reactants needed to synthesize the given product. (1) Given the product [C:10]([C:3]1[S:4][CH:5]=[C:6]([CH:7]([OH:8])[CH2:9][N:19]2[CH2:18][CH2:17][N:16]([C:20]([O:22][C:23]([CH3:24])([CH3:25])[CH3:26])=[O:21])[CH2:15][C@H:14]2[CH2:13][OH:12])[C:2]=1[CH3:1])#[N:11], predict the reactants needed to synthesize it. The reactants are: [CH3:1][C:2]1[C:6]([CH:7]2[CH2:9][O:8]2)=[CH:5][S:4][C:3]=1[C:10]#[N:11].[OH:12][CH2:13][C@H:14]1[NH:19][CH2:18][CH2:17][N:16]([C:20]([O:22][C:23]([CH3:26])([CH3:25])[CH3:24])=[O:21])[CH2:15]1. (2) Given the product [Si:5]([O:25][CH2:24][CH:15]1[CH:14]([OH:26])[CH2:13][C@@H:12]([CH:9]2[CH2:10][CH2:11]2)[N:16]1[C:17]([O:19][C:20]([CH3:23])([CH3:22])[CH3:21])=[O:18])([C:2]([CH3:4])([CH3:3])[CH3:1])([CH3:7])[CH3:6], predict the reactants needed to synthesize it. The reactants are: [CH3:1][C:2]([Si:5](Cl)([CH3:7])[CH3:6])([CH3:4])[CH3:3].[CH:9]1([C@H:12]2[N:16]([C:17]([O:19][C:20]([CH3:23])([CH3:22])[CH3:21])=[O:18])[CH:15]([CH2:24][OH:25])[CH:14]([OH:26])[CH2:13]2)[CH2:11][CH2:10]1. (3) Given the product [CH3:11][O:12][C:13]([C:15]1[S:16][C:17]([C:31]#[C:32][C:33]([CH3:36])([CH3:35])[CH3:34])=[CH:18][C:19]=1[N:20]([CH:21]1[CH2:30][CH2:29][C:24]2([O:28][CH2:27][CH2:26][O:25]2)[CH2:23][CH2:22]1)[C:8]([CH:5]1[CH2:6][CH2:7][C:2]([CH3:1])=[CH:3][CH2:4]1)=[O:9])=[O:14], predict the reactants needed to synthesize it. The reactants are: [CH3:1][C:2]1[CH2:7][CH2:6][C@H:5]([C:8](Cl)=[O:9])[CH2:4][CH:3]=1.[CH3:11][O:12][C:13]([C:15]1[S:16][C:17]([C:31]#[C:32][C:33]([CH3:36])([CH3:35])[CH3:34])=[CH:18][C:19]=1[NH:20][CH:21]1[CH2:30][CH2:29][C:24]2([O:28][CH2:27][CH2:26][O:25]2)[CH2:23][CH2:22]1)=[O:14].CCOC(C)=O. (4) Given the product [Cl:66][C:67]1[CH:84]=[C:83]([N:59]2[CH2:60][CH2:61][C:57]([C:52]3[CH:51]=[C:50]([Cl:49])[CH:55]=[C:54]([Cl:56])[CH:53]=3)([C:62]([F:65])([F:64])[F:63])[CH2:58]2)[CH:82]=[CH:81][C:68]=1[CH2:69][NH2:70], predict the reactants needed to synthesize it. The reactants are: CC(C)([O-])C.[Na+].CC1(C)C2C(=C(P(C3C=CC=CC=3)C3C=CC=CC=3)C=CC=2)OC2C(P(C3C=CC=CC=3)C3C=CC=CC=3)=CC=CC1=2.[Cl:49][C:50]1[CH:51]=[C:52]([C:57]2([C:62]([F:65])([F:64])[F:63])[CH2:61][CH2:60][NH:59][CH2:58]2)[CH:53]=[C:54]([Cl:56])[CH:55]=1.[Cl:66][C:67]1[CH:84]=[C:83](I)[CH:82]=[CH:81][C:68]=1[CH2:69][N:70]1C(=O)C2C(=CC=CC=2)C1=O.NN. (5) Given the product [CH2:1]([O:3][C:4](=[O:32])[CH2:5][C@@H:6]([C:24]1[CH:25]=[N:26][C:27]([O:30][CH3:31])=[CH:28][CH:29]=1)[N:7]1[CH2:8][CH2:9][N:10]([CH2:11][CH2:12][CH2:13][C:14]2[CH:23]=[CH:22][C:21]3[CH2:20][CH2:19][CH2:18][NH:17][C:16]=3[N:15]=2)[C:40]1=[N:41][C:42]#[N:43])[CH3:2], predict the reactants needed to synthesize it. The reactants are: [CH2:1]([O:3][C:4](=[O:32])[CH2:5][C@@H:6]([C:24]1[CH:25]=[N:26][C:27]([O:30][CH3:31])=[CH:28][CH:29]=1)[NH:7][CH2:8][CH2:9][NH:10][CH2:11][CH2:12][CH2:13][C:14]1[CH:23]=[CH:22][C:21]2[CH2:20][CH2:19][CH2:18][NH:17][C:16]=2[N:15]=1)[CH3:2].C1C=CC(O[C:40](OC2C=CC=CC=2)=[N:41][C:42]#[N:43])=CC=1.O.C([O-])([O-])=O.[Na+].[Na+]. (6) Given the product [NH2:23][C@H:18]1[C@H:19]([F:22])[CH2:20][O:21][C@H:15]([C:14]2[N:13]([CH3:31])[N:12]=[CH:11][C:10]=2[NH:9][C:7]([C:5]2[N:6]=[C:2]([C:40]3[C:39]([F:53])=[CH:38][C:37]([CH:35]([CH:32]4[CH2:34][CH2:33]4)[OH:36])=[CH:42][C:41]=3[F:43])[S:3][CH:4]=2)=[O:8])[CH2:16][CH2:17]1, predict the reactants needed to synthesize it. The reactants are: Br[C:2]1[S:3][CH:4]=[C:5]([C:7]([NH:9][C:10]2[CH:11]=[N:12][N:13]([CH3:31])[C:14]=2[C@H:15]2[O:21][CH2:20][C@@H:19]([F:22])[C@H:18]([NH:23]C(=O)OC(C)(C)C)[CH2:17][CH2:16]2)=[O:8])[N:6]=1.[CH:32]1([CH:35]([C:37]2[CH:42]=[C:41]([F:43])[C:40](B3OC(C)(C)C(C)(C)O3)=[C:39]([F:53])[CH:38]=2)[OH:36])[CH2:34][CH2:33]1.